This data is from HIV replication inhibition screening data with 41,000+ compounds from the AIDS Antiviral Screen. The task is: Binary Classification. Given a drug SMILES string, predict its activity (active/inactive) in a high-throughput screening assay against a specified biological target. (1) The compound is C=C1C(=O)OC2C=C(C)CCC=C(C)CC(OC(=O)C(=CCO)CO)C12. The result is 0 (inactive). (2) The molecule is Cc1ccc(S(=O)(=O)O)cc1.Oc1cnnc(O)n1. The result is 0 (inactive). (3) The compound is NC(=O)c1nnn(-c2ccccc2)c1O.[NaH]. The result is 0 (inactive).